Dataset: Forward reaction prediction with 1.9M reactions from USPTO patents (1976-2016). Task: Predict the product of the given reaction. Given the reactants [CH2:1]([N:8]1[CH2:13][CH:12]=[C:11]([C:14]2[C:22]3[C:17](=[CH:18][C:19]([C:23]([OH:25])=[O:24])=[CH:20][CH:21]=3)[NH:16][CH:15]=2)[CH2:10][CH2:9]1)[C:2]1[CH:7]=[CH:6][CH:5]=[CH:4][CH:3]=1.S(=O)(=O)(O)O.[CH2:31](O)[CH3:32], predict the reaction product. The product is: [CH2:1]([N:8]1[CH2:9][CH:10]=[C:11]([C:14]2[C:22]3[C:17](=[CH:18][C:19]([C:23]([O:25][CH2:31][CH3:32])=[O:24])=[CH:20][CH:21]=3)[NH:16][CH:15]=2)[CH2:12][CH2:13]1)[C:2]1[CH:3]=[CH:4][CH:5]=[CH:6][CH:7]=1.